From a dataset of Reaction yield outcomes from USPTO patents with 853,638 reactions. Predict the reaction yield, written as a fraction of the theoretical maximum amount of product (1.0 means a 100% yield; for example, 0.34 means a 34% yield). The reactants are C(C1N([CH2:14][C:15]2[CH:32]=[CH:31][C:18]3/[C:19](=[CH:28]/[C:29]#[N:30])/[C:20]4[CH:27]=[CH:26][CH:25]=[CH:24][C:21]=4[CH2:22][CH2:23][C:17]=3[CH:16]=2)C2=NC(C)=CC(C)=C2N=1)C.N1C(C)=CC=CC=1C.[Br-:41].[Li+].CS(OS(C)(=O)=O)(=O)=O. The catalyst is C1COCC1.CCCCCC.C(OCC)(=O)C. The product is [Br:41][CH2:14][C:15]1[CH:32]=[CH:31][C:18]2/[C:19](=[CH:28]/[C:29]#[N:30])/[C:20]3[CH:27]=[CH:26][CH:25]=[CH:24][C:21]=3[CH2:22][CH2:23][C:17]=2[CH:16]=1. The yield is 0.740.